This data is from Catalyst prediction with 721,799 reactions and 888 catalyst types from USPTO. The task is: Predict which catalyst facilitates the given reaction. (1) Reactant: [NH2:1][C:2]1[N:7]=[C:6]([C:8]2[O:9][CH:10]=[CH:11][CH:12]=2)[C:5]([C:13]#[N:14])=[C:4](S(C)=O)[N:3]=1.[CH:18]([NH:21][CH2:22][CH2:23][NH2:24])([CH3:20])[CH3:19]. Product: [NH2:1][C:2]1[N:7]=[C:6]([C:8]2[O:9][CH:10]=[CH:11][CH:12]=2)[C:5]([C:13]#[N:14])=[C:4]([NH:24][CH2:23][CH2:22][NH:21][CH:18]([CH3:20])[CH3:19])[N:3]=1. The catalyst class is: 57. (2) Reactant: CC(C)([O-])C.[K+].[F:7][C:8]1[C:18]([F:19])=[C:17]([F:20])[CH:16]=[CH:15][C:9]=1[NH:10][C@@H:11]([CH3:14])[CH2:12][OH:13].C(O[CH:24]=[C:25]([C:31]([O:33][CH2:34][CH3:35])=[O:32])[C:26]([O:28][CH2:29][CH3:30])=[O:27])C. Product: [F:7][C:8]1[C:18]([F:19])=[C:17]([F:20])[CH:16]=[CH:15][C:9]=1[N:10]([CH:24]=[C:25]([C:26]([O:28][CH2:29][CH3:30])=[O:27])[C:31]([O:33][CH2:34][CH3:35])=[O:32])[C@@H:11]([CH3:14])[CH2:12][OH:13]. The catalyst class is: 3. (3) Reactant: [CH2:1]([N:3]([CH2:36][CH3:37])[C:4]1[CH:9]=[CH:8][C:7](/[N:10]=[N:11]/[C:12]2[S:13][C:14]([CH:24]=[C:25]3[C:33](=[O:34])[C:32]4[C:27](=[CH:28][CH:29]=[CH:30][CH:31]=4)[C:26]3=[O:35])=[C:15]([N:17]3[CH2:22][CH2:21][N:20]([CH3:23])[CH2:19][CH2:18]3)[N:16]=2)=[CH:6][CH:5]=1)[CH3:2].[CH3:38][O:39][S:40]([O:43]C)(=[O:42])=[O:41]. Product: [CH3:38][O:39][S:40]([O-:43])(=[O:42])=[O:41].[CH2:36]([N:3]([CH2:1][CH3:2])[C:4]1[CH:9]=[CH:8][C:7](/[N:10]=[N:11]/[C:12]2[S:13][C:14]([CH:24]=[C:25]3[C:33](=[O:34])[C:32]4[C:27](=[CH:28][CH:29]=[CH:30][CH:31]=4)[C:26]3=[O:35])=[C:15]([N:17]3[CH2:22][CH2:21][N+:20]([CH3:38])([CH3:23])[CH2:19][CH2:18]3)[N:16]=2)=[CH:6][CH:5]=1)[CH3:37]. The catalyst class is: 10.